Dataset: Reaction yield outcomes from USPTO patents with 853,638 reactions. Task: Predict the reaction yield, written as a fraction of the theoretical maximum amount of product (1.0 means a 100% yield; for example, 0.34 means a 34% yield). (1) The reactants are [CH3:1][N:2]([CH3:37])[C:3]([C:5]1[CH:10]=[CH:9][C:8]([N:11]([C:30](=[O:36])[CH2:31][C:32]([O:34][CH3:35])=[O:33])[C:12]2[C:13]([C:26](OC)=[O:27])=[N:14][CH:15]=[C:16]([CH2:18][C:19]3[CH:24]=[CH:23][C:22]([F:25])=[CH:21][CH:20]=3)[CH:17]=2)=[CH:7][CH:6]=1)=[O:4].C[O-].[Na+]. The catalyst is CO. The product is [CH3:1][N:2]([CH3:37])[C:3]([C:5]1[CH:10]=[CH:9][C:8]([N:11]2[C:12]3[C:13](=[N:14][CH:15]=[C:16]([CH2:18][C:19]4[CH:24]=[CH:23][C:22]([F:25])=[CH:21][CH:20]=4)[CH:17]=3)[C:26]([OH:27])=[C:31]([C:32]([O:34][CH3:35])=[O:33])[C:30]2=[O:36])=[CH:7][CH:6]=1)=[O:4]. The yield is 0.680. (2) The reactants are [F:1][C:2]1[CH:13]=[CH:12][CH:11]=[CH:10][C:3]=1[O:4][CH2:5][CH2:6][C:7]([OH:9])=[O:8].S(Cl)(Cl)=O.[CH3:18]O. No catalyst specified. The product is [F:1][C:2]1[CH:13]=[CH:12][CH:11]=[CH:10][C:3]=1[O:4][CH2:5][CH2:6][C:7]([O:9][CH3:18])=[O:8]. The yield is 0.857. (3) The reactants are [NH2:1][C:2]1[CH:3]=[C:4]([C:8]2[CH:15]=[CH:14][C:11]([C:12]#[N:13])=[C:10]([Cl:16])[CH:9]=2)[CH:5]=[N:6][CH:7]=1.[CH3:17][O:18][C:19]1[CH:24]=[CH:23][C:22]([S:25](Cl)(=[O:27])=[O:26])=[CH:21][CH:20]=1. The catalyst is N1C=CC=CC=1. The product is [Cl:16][C:10]1[CH:9]=[C:8]([C:4]2[CH:3]=[C:2]([NH:1][S:25]([C:22]3[CH:21]=[CH:20][C:19]([O:18][CH3:17])=[CH:24][CH:23]=3)(=[O:27])=[O:26])[CH:7]=[N:6][CH:5]=2)[CH:15]=[CH:14][C:11]=1[C:12]#[N:13]. The yield is 0.430. (4) The reactants are [NH2:1][C:2]1[C:10]2[C:5](=[N:6][CH:7]=[C:8]([Cl:25])[C:9]=2[N:11]2[CH2:16][CH2:15][CH2:14][C@@H:13]([NH:17][C:18](=[O:24])[O:19][C:20]([CH3:23])([CH3:22])[CH3:21])[CH2:12]2)[NH:4][CH:3]=1.[CH3:26][O:27][CH2:28][C:29](Cl)=[O:30].C(N(CC)CC)C.[Li+].[OH-]. The catalyst is CC#N.O.O.CN1C(=O)CCC1. The product is [Cl:25][C:8]1[C:9]([N:11]2[CH2:16][CH2:15][CH2:14][C@@H:13]([NH:17][C:18](=[O:24])[O:19][C:20]([CH3:21])([CH3:22])[CH3:23])[CH2:12]2)=[C:10]2[C:2]([NH:1][C:29](=[O:30])[CH2:28][O:27][CH3:26])=[CH:3][NH:4][C:5]2=[N:6][CH:7]=1. The yield is 0.770. (5) The reactants are [C:1]([O:5][C:6]([C:8]1[CH:13]=[CH:12][C:11]([C:14]2[C:15]([C:29]([O:31][CH2:32][CH3:33])=[O:30])=[N:16][N:17]([C:23]3[CH:28]=[CH:27][CH:26]=[CH:25][CH:24]=3)[C:18]=2[CH2:19][CH2:20][CH2:21][CH3:22])=[C:10]([C:34]([N:36]2[CH2:45][CH2:44][C:43]3[C:38](=[CH:39][CH:40]=[CH:41][CH:42]=3)[CH2:37]2)=[O:35])[CH:9]=1)=[O:7])([CH3:4])([CH3:3])[CH3:2].[CH2:46]([O:50]C1C=CC(N/N=C/C(OCC)=O)=CC=1)[CH2:47][CH2:48][CH3:49].[N+](C(CCCC)=CC1C=CC(C(OC(C)(C)C)=O)=CC=1C(N1CCC2C(=CC=CC=2)C1)=O)([O-])=O. No catalyst specified. The product is [C:1]([O:5][C:6]([C:8]1[CH:13]=[CH:12][C:11]([C:14]2[C:15]([C:29]([O:31][CH2:32][CH3:33])=[O:30])=[N:16][N:17]([C:23]3[CH:28]=[CH:27][C:26]([O:50][CH2:46][CH2:47][CH2:48][CH3:49])=[CH:25][CH:24]=3)[C:18]=2[CH2:19][CH2:20][CH2:21][CH3:22])=[C:10]([C:34]([N:36]2[CH2:45][CH2:44][C:43]3[C:38](=[CH:39][CH:40]=[CH:41][CH:42]=3)[CH2:37]2)=[O:35])[CH:9]=1)=[O:7])([CH3:3])([CH3:4])[CH3:2]. The yield is 0.680. (6) The reactants are [Cl:1][C:2]1[C:7]([Cl:8])=[CH:6][N:5]=[C:4]([NH:9]C(=O)C(C)(C)C)[CH:3]=1.[N+:16]([O-])([OH:18])=[O:17].[OH-].[Na+]. The catalyst is OS(O)(=O)=O. The product is [Cl:1][C:2]1[C:7]([Cl:8])=[CH:6][N:5]=[C:4]([NH2:9])[C:3]=1[N+:16]([O-:18])=[O:17]. The yield is 0.320.